This data is from Full USPTO retrosynthesis dataset with 1.9M reactions from patents (1976-2016). The task is: Predict the reactants needed to synthesize the given product. (1) Given the product [CH3:33][N:34]([CH3:35])[C:11]([C:6]1[CH:7]=[N:8][N:9]([CH3:10])[C:5]=1[C:2]([NH2:3])=[O:4])=[O:13], predict the reactants needed to synthesize it. The reactants are: [Na+].[C:2]([C:5]1[N:9]([CH3:10])[N:8]=[CH:7][C:6]=1[C:11]([O-:13])=O)(=[O:4])[NH2:3].C(P1(=O)OP(CCC)(=O)OP(CCC)(=O)O1)CC.Cl.[CH3:33][NH:34][CH3:35].C(N(C(C)C)CC)(C)C. (2) The reactants are: [N:1]1([C:7]2[N:8]=[C:9]([NH2:12])[NH:10][N:11]=2)[CH2:6][CH2:5][O:4][CH2:3][CH2:2]1.[Br:13][CH:14]([CH:17]=O)[CH:15]=O. Given the product [Br:13][C:14]1[CH:15]=[N:12][C:9]2[N:10]([N:11]=[C:7]([N:1]3[CH2:2][CH2:3][O:4][CH2:5][CH2:6]3)[N:8]=2)[CH:17]=1, predict the reactants needed to synthesize it. (3) Given the product [Cl:6][C:7]1[CH:16]=[C:15]([O:2][CH3:1])[C:14]2[C:13](=[O:18])[CH2:12][CH2:11][CH2:10][C:9]=2[N:8]=1, predict the reactants needed to synthesize it. The reactants are: [CH3:1][O-:2].[Na+].CO.[Cl:6][C:7]1[CH:16]=[C:15](Cl)[C:14]2[C:13](=[O:18])[CH2:12][CH2:11][CH2:10][C:9]=2[N:8]=1. (4) Given the product [Cl:1][C:2]1[C:3]2[C:10]([I:11])=[CH:9][N:8]([CH:19]3[CH2:20][CH:15]4[CH2:14][N:13]([CH3:12])[CH2:17][CH:16]4[CH2:18]3)[C:4]=2[N:5]=[CH:6][N:7]=1, predict the reactants needed to synthesize it. The reactants are: [Cl:1][C:2]1[C:3]2[C:10]([I:11])=[CH:9][NH:8][C:4]=2[N:5]=[CH:6][N:7]=1.[CH3:12][N:13]1[CH2:17][CH:16]2[CH2:18][CH:19](O)[CH2:20][CH:15]2[CH2:14]1.C1(P(C2C=CC=CC=2)C2C=CC=CC=2)C=CC=CC=1.CCOC(/N=N/C(OCC)=O)=O. (5) Given the product [CH3:30][N:31]([CH:33]([C:42]1[CH:47]=[CH:46][CH:45]=[C:44]([F:48])[CH:43]=1)[CH:34]1[CH2:39][CH2:38][CH:37]([CH2:40][CH:2]=[O:3])[CH2:36][CH2:35]1)[CH3:32], predict the reactants needed to synthesize it. The reactants are: [Cl-].[CH3:2][O:3]C[P+](C1C=CC=CC=1)(C1C=CC=CC=1)C1C=CC=CC=1.CC([O-])(C)C.[K+].[CH3:30][N:31]([CH:33]([C:42]1[CH:47]=[CH:46][CH:45]=[C:44]([F:48])[CH:43]=1)[CH:34]1[CH2:39][CH2:38][CH:37]([CH:40]=O)[CH2:36][CH2:35]1)[CH3:32].Cl. (6) Given the product [C:1]([C:3]1[CH:4]=[N:5][C:6]2[C:11]([C:12]=1[CH2:13][CH2:14][C:15]13[CH2:22][CH2:21][C:18]([NH:23][C:24](=[O:30])[O:25][C:26]([CH3:28])([CH3:27])[CH3:29])([CH2:19][CH2:20]1)[CH2:17][O:16]3)=[N:10][C:9]([O:31][CH2:33][CH2:34][CH2:35][O:36][CH:37]1[CH2:42][CH2:41][CH2:40][CH2:39][O:38]1)=[CH:8][CH:7]=2)#[N:2], predict the reactants needed to synthesize it. The reactants are: [C:1]([C:3]1[CH:4]=[N:5][C:6]2[C:11]([C:12]=1[CH2:13][CH2:14][C:15]13[CH2:22][CH2:21][C:18]([NH:23][C:24](=[O:30])[O:25][C:26]([CH3:29])([CH3:28])[CH3:27])([CH2:19][CH2:20]1)[CH2:17][O:16]3)=[N:10][C:9]([OH:31])=[CH:8][CH:7]=2)#[N:2].Br[CH2:33][CH2:34][CH2:35][O:36][CH:37]1[CH2:42][CH2:41][CH2:40][CH2:39][O:38]1. (7) The reactants are: C[O:2][C:3](=[O:51])[CH2:4][C@H:5]([OH:50])[CH2:6][C@H:7]([OH:49])[CH:8]=[CH:9][C:10]1[N:11]([CH:46]([CH3:48])[CH3:47])[C:12]([C:29](=[O:45])[NH:30][C:31]2[CH:36]=[CH:35][CH:34]=[CH:33][C:32]=2[O:37][CH2:38][C:39]2[CH:44]=[CH:43][CH:42]=[CH:41][CH:40]=2)=[C:13]([C:22]2[CH:27]=[CH:26][C:25]([F:28])=[CH:24][CH:23]=2)[C:14]=1[C:15]1[CH:20]=[CH:19][C:18]([F:21])=[CH:17][CH:16]=1.C(O)C.O.[OH-].[Na+:57]. Given the product [Na+:57].[CH2:38]([O:37][C:32]1[CH:33]=[CH:34][CH:35]=[CH:36][C:31]=1[NH:30][C:29]([C:12]1[N:11]([CH:46]([CH3:48])[CH3:47])[C:10]([CH:9]=[CH:8][C@@H:7]([OH:49])[CH2:6][C@@H:5]([OH:50])[CH2:4][C:3]([O-:51])=[O:2])=[C:14]([C:15]2[CH:20]=[CH:19][C:18]([F:21])=[CH:17][CH:16]=2)[C:13]=1[C:22]1[CH:23]=[CH:24][C:25]([F:28])=[CH:26][CH:27]=1)=[O:45])[C:39]1[CH:44]=[CH:43][CH:42]=[CH:41][CH:40]=1, predict the reactants needed to synthesize it. (8) Given the product [C:2]([S:5][CH:6]1[CH2:11][CH2:10][N:9]([CH:26]([C:32]2[CH:37]=[CH:36][CH:35]=[CH:34][C:33]=2[F:38])[C:27]([CH:29]2[CH2:30][CH2:31]2)=[O:28])[CH2:8]/[C:7]/1=[CH:12]\[C:13]1[CH:17]=[CH:16][N:15]([C:18]([O:20][C:21]([CH3:24])([CH3:23])[CH3:22])=[O:19])[N:14]=1)(=[O:4])[CH3:3], predict the reactants needed to synthesize it. The reactants are: Cl.[C:2]([S:5][CH:6]1[CH2:11][CH2:10][NH:9][CH2:8]/[C:7]/1=[CH:12]\[C:13]1[CH:17]=[CH:16][N:15]([C:18]([O:20][C:21]([CH3:24])([CH3:23])[CH3:22])=[O:19])[N:14]=1)(=[O:4])[CH3:3].Br[CH:26]([C:32]1[CH:37]=[CH:36][CH:35]=[CH:34][C:33]=1[F:38])[C:27]([CH:29]1[CH2:31][CH2:30]1)=[O:28].C(=O)([O-])[O-].[K+].[K+]. (9) Given the product [O:8]=[C:7]1[NH:9][C:33]([CH2:32][CH2:31][C:27]([O:29][CH3:30])=[O:28])=[N:1][C:2]2[N:3]=[C:4]([N:10]3[CH2:11][CH2:12][CH:13]([O:16][C:17]4[CH:22]=[CH:21][CH:20]=[CH:19][C:18]=4[C:23]([F:26])([F:25])[F:24])[CH2:14][CH2:15]3)[S:5][C:6]1=2, predict the reactants needed to synthesize it. The reactants are: [NH2:1][C:2]1[N:3]=[C:4]([N:10]2[CH2:15][CH2:14][CH:13]([O:16][C:17]3[CH:22]=[CH:21][CH:20]=[CH:19][C:18]=3[C:23]([F:26])([F:25])[F:24])[CH2:12][CH2:11]2)[S:5][C:6]=1[C:7]([NH2:9])=[O:8].[C:27]([CH2:31][CH2:32][C:33](Cl)=O)([O:29][CH3:30])=[O:28].